From a dataset of Forward reaction prediction with 1.9M reactions from USPTO patents (1976-2016). Predict the product of the given reaction. Given the reactants [H-].[Na+].[O:3]=[C:4]1[C:9]2([CH2:15][O:14][CH2:13][CH2:12][O:11][CH2:10]2)[N:8]([C:16]([O:18][C:19]([CH3:22])([CH3:21])[CH3:20])=[O:17])[CH2:7][C@@H:6]([C:23]2[CH:28]=[CH:27][CH:26]=[CH:25][CH:24]=2)[NH:5]1.Br[CH2:30][C:31]([O:33][CH3:34])=[O:32], predict the reaction product. The product is: [CH3:34][O:33][C:31](=[O:32])[CH2:30][N:5]1[C:4](=[O:3])[C:9]2([CH2:15][O:14][CH2:13][CH2:12][O:11][CH2:10]2)[N:8]([C:16]([O:18][C:19]([CH3:22])([CH3:21])[CH3:20])=[O:17])[CH2:7][C@H:6]1[C:23]1[CH:24]=[CH:25][CH:26]=[CH:27][CH:28]=1.